From a dataset of Catalyst prediction with 721,799 reactions and 888 catalyst types from USPTO. Predict which catalyst facilitates the given reaction. (1) Reactant: [CH:1]1([NH:7][S:8]([C:11]2[C:20]3[C:15](=[CH:16][CH:17]=[CH:18][CH:19]=3)[C:14]([CH2:21][N:22]3C(=O)C4C(=CC=CC=4)C3=O)=[CH:13][CH:12]=2)(=[O:10])=[O:9])[CH2:6][CH2:5][CH2:4][CH2:3][CH2:2]1.NN. Product: [CH:1]1([NH:7][S:8]([C:11]2[C:20]3[C:15](=[CH:16][CH:17]=[CH:18][CH:19]=3)[C:14]([CH2:21][NH2:22])=[CH:13][CH:12]=2)(=[O:10])=[O:9])[CH2:2][CH2:3][CH2:4][CH2:5][CH2:6]1. The catalyst class is: 5. (2) Reactant: [C:1]([O:5][C:6]([N:8]1[C@H:12]([C:13](=[O:54])[NH:14][C@:15]2([C:20]([NH:22][S:23]([C:26]3[CH:31]=[CH:30][CH:29]=[CH:28][C:27]=3[NH:32][CH2:33][CH2:34][CH2:35][CH2:36][CH2:37][CH2:38][CH2:39][C@H:40]([NH:45][C:46]([O:48][CH:49]3[CH2:53][CH2:52][CH2:51][CH2:50]3)=[O:47])[C:41]([O:43]C)=[O:42])(=[O:25])=[O:24])=[O:21])[CH2:17][C@H:16]2[CH:18]=[CH2:19])[CH2:11][C@@H:10]([O:55][C:56]([N:58]2[CH2:66][C:65]3[C:60](=[CH:61][CH:62]=[CH:63][C:64]=3[F:67])[CH2:59]2)=[O:57])[CH2:9]1)=[O:7])([CH3:4])([CH3:3])[CH3:2].[Li+].[OH-]. Product: [C:1]([O:5][C:6]([N:8]1[C@H:12]([C:13](=[O:54])[NH:14][C@:15]2([C:20]([NH:22][S:23]([C:26]3[CH:31]=[CH:30][CH:29]=[CH:28][C:27]=3[NH:32][CH2:33][CH2:34][CH2:35][CH2:36][CH2:37][CH2:38][CH2:39][C@@H:40]([C:41]([OH:43])=[O:42])[NH:45][C:46]([O:48][CH:49]3[CH2:53][CH2:52][CH2:51][CH2:50]3)=[O:47])(=[O:24])=[O:25])=[O:21])[CH2:17][C@H:16]2[CH:18]=[CH2:19])[CH2:11][C@@H:10]([O:55][C:56]([N:58]2[CH2:66][C:65]3[C:60](=[CH:61][CH:62]=[CH:63][C:64]=3[F:67])[CH2:59]2)=[O:57])[CH2:9]1)=[O:7])([CH3:2])([CH3:3])[CH3:4]. The catalyst class is: 87. (3) Reactant: C(O)C.[CH2:4]([O:6][C:7]([CH:9]1[CH2:14][CH2:13][C:12](=O)[CH2:11][CH2:10]1)=[O:8])[CH3:5].[Br:16]Br.[NH2:18][C:19]([NH2:21])=[S:20]. Product: [BrH:16].[CH2:4]([O:6][C:7]([CH:9]1[CH2:14][CH2:13][C:12]2[N:18]=[C:19]([NH2:21])[S:20][C:11]=2[CH2:10]1)=[O:8])[CH3:5]. The catalyst class is: 21. (4) Reactant: C[O:2][C:3]1[N:8]=[CH:7][C:6]([CH:9]=[O:10])=[CH:5][CH:4]=1. Product: [O:2]=[C:3]1[NH:8][CH:7]=[C:6]([CH:9]=[O:10])[CH:5]=[CH:4]1. The catalyst class is: 201. (5) Reactant: [O:1]1[CH2:3][CH:2]1[CH2:4][N:5]1[C:13](=[O:14])[CH:12]2[CH:7]([CH2:8][CH:9]=[CH:10][CH2:11]2)[C:6]1=[O:15].[ClH:16].C(=O)(O)[O-].[Na+]. Product: [Cl:16][CH2:3][CH:2]([OH:1])[CH2:4][N:5]1[C:13](=[O:14])[CH:12]2[CH:7]([CH2:8][CH:9]=[CH:10][CH2:11]2)[C:6]1=[O:15]. The catalyst class is: 8. (6) Reactant: [CH:1]([C:4]1[C:5]([O:16][CH2:17][CH2:18][CH3:19])=[C:6](B(O)O)[CH:7]=[C:8]([CH:10]([CH3:12])[CH3:11])[CH:9]=1)([CH3:3])[CH3:2].[CH:20]([C:22]1[S:26][C:25]2[CH:27]=[CH:28][CH:29]=[C:30](I)[C:24]=2[CH:23]=1)=[O:21].C(=O)([O-])[O-].[Na+].[Na+].O. Product: [CH:20]([C:22]1[S:26][C:25]2[CH:27]=[CH:28][CH:29]=[C:30]([C:6]3[CH:7]=[C:8]([CH:10]([CH3:12])[CH3:11])[CH:9]=[C:4]([CH:1]([CH3:2])[CH3:3])[C:5]=3[O:16][CH2:17][CH2:18][CH3:19])[C:24]=2[CH:23]=1)=[O:21]. The catalyst class is: 335.